Predict the reaction yield, written as a fraction of the theoretical maximum amount of product (1.0 means a 100% yield; for example, 0.34 means a 34% yield). From a dataset of Reaction yield outcomes from USPTO patents with 853,638 reactions. (1) The reactants are [Cl:1][C:2]1[CH:7]=[CH:6][CH:5]=[CH:4][C:3]=1[C:8]1[N:25]([CH2:26][C@@H:27]2[CH2:32][CH2:31][CH2:30][N:29]([C:33]([O:35][C:36]([CH3:39])([CH3:38])[CH3:37])=[O:34])[CH2:28]2)[C:11]2[N:12]=[C:13](NCC3C=CC(O)=CC=3)[N:14]=[CH:15][C:10]=2[CH:9]=1.[F:40][C:41]1[CH:42]=[C:43]([CH:46]=[CH:47][C:48]=1[O:49][CH3:50])[CH2:44][NH2:45]. No catalyst specified. The product is [Cl:1][C:2]1[CH:7]=[CH:6][CH:5]=[CH:4][C:3]=1[C:8]1[N:25]([CH2:26][C@@H:27]2[CH2:32][CH2:31][CH2:30][N:29]([C:33]([O:35][C:36]([CH3:39])([CH3:38])[CH3:37])=[O:34])[CH2:28]2)[C:11]2[N:12]=[C:13]([NH:45][CH2:44][C:43]3[CH:46]=[CH:47][C:48]([O:49][CH3:50])=[C:41]([F:40])[CH:42]=3)[N:14]=[CH:15][C:10]=2[CH:9]=1. The yield is 0.560. (2) The product is [CH2:25]([N:19]1[CH2:20][CH:4]2[C:3](=[O:8])[N:2]([CH3:1])[C:6](=[O:7])[CH:5]2[CH2:18]1)[C:26]1[CH:31]=[CH:30][CH:29]=[CH:28][CH:27]=1. The catalyst is C(Cl)Cl. The yield is 1.00. The reactants are [CH3:1][N:2]1[C:6](=[O:7])[CH:5]=[CH:4][C:3]1=[O:8].FC(F)(F)C(O)=O.CO[CH2:18][N:19]([CH2:25][C:26]1[CH:31]=[CH:30][CH:29]=[CH:28][CH:27]=1)[CH2:20][Si](C)(C)C. (3) The reactants are C(N(CC)CCOC1C=C(N)C=CC=1)C.[CH3:16][O:17][C:18](=[O:48])[C:19]1[CH:24]=[CH:23][C:22]([NH:25]C2N=CC(C3C=CC(OC)=CC=3)=CN=2)=[CH:21][C:20]=1[O:40][CH2:41][CH2:42][N:43]([CH2:46][CH3:47])[CH2:44][CH3:45]. The catalyst is CO.[Pd]. The product is [CH3:16][O:17][C:18](=[O:48])[C:19]1[CH:24]=[CH:23][C:22]([NH2:25])=[CH:21][C:20]=1[O:40][CH2:41][CH2:42][N:43]([CH2:46][CH3:47])[CH2:44][CH3:45]. The yield is 1.00. (4) The reactants are CCN(C(C)C)C(C)C.[Cl:10][C:11]1[CH:19]=[CH:18][C:14]([C:15]([OH:17])=O)=[CH:13][CH:12]=1.CN(C(ON1N=NC2C=CC=CC1=2)=[N+](C)C)C.[B-](F)(F)(F)F.[CH3:42][NH:43][C@@H:44]([CH3:51])[CH2:45][N:46]1[CH2:49][CH:48]([OH:50])[CH2:47]1. The catalyst is C(Cl)Cl.C1COCC1. The product is [Cl:10][C:11]1[CH:12]=[CH:13][C:14]([C:15]([N:43]([C@@H:44]([CH3:51])[CH2:45][N:46]2[CH2:49][CH:48]([OH:50])[CH2:47]2)[CH3:42])=[O:17])=[CH:18][CH:19]=1. The yield is 0.160.